Dataset: Orexin1 receptor HTS with 218,158 compounds and 233 confirmed actives. Task: Binary Classification. Given a drug SMILES string, predict its activity (active/inactive) in a high-throughput screening assay against a specified biological target. (1) The result is 0 (inactive). The drug is O1C(Cn2nnnc2C(N2CCN(CC2)c2c(c(ccc2)C)C)CCCC)CCC1. (2) The compound is s1c2CC(C(C)(C)C)CCc2c(c1NC(=O)c1occc1)C(=O)N. The result is 0 (inactive). (3) The drug is S(=O)(=O)(Nc1c2ncn(c2cc(c1C)C)Cc1cc(ccc1)C)C. The result is 0 (inactive). (4) The compound is S=C(Nc1ccc(NC(=O)C)cc1)NC(=O)c1ccc([N+]([O-])=O)cc1. The result is 0 (inactive). (5) The result is 0 (inactive). The molecule is Clc1cc(CSc2n(c(=O)cc(n2)C(F)(F)F)C)ccc1.